This data is from NCI-60 drug combinations with 297,098 pairs across 59 cell lines. The task is: Regression. Given two drug SMILES strings and cell line genomic features, predict the synergy score measuring deviation from expected non-interaction effect. Synergy scores: CSS=19.3, Synergy_ZIP=-5.45, Synergy_Bliss=-4.67, Synergy_Loewe=-20.7, Synergy_HSA=-1.29. Cell line: SK-MEL-28. Drug 1: CC1CCC2CC(C(=CC=CC=CC(CC(C(=O)C(C(C(=CC(C(=O)CC(OC(=O)C3CCCCN3C(=O)C(=O)C1(O2)O)C(C)CC4CCC(C(C4)OC)OCCO)C)C)O)OC)C)C)C)OC. Drug 2: C1CN1C2=NC(=NC(=N2)N3CC3)N4CC4.